From a dataset of Forward reaction prediction with 1.9M reactions from USPTO patents (1976-2016). Predict the product of the given reaction. (1) Given the reactants [C:1]([O:5][C:6]([N:8]1[CH2:11][CH:10](CO)[CH2:9]1)=[O:7])([CH3:4])([CH3:3])[CH3:2].C(OC(N1CC(C[O:26][C:27]2[CH:35]=[CH:34][CH:33]=[C:32]3[C:28]=2[CH:29]=[CH:30][NH:31]3)C1)=O)(C)(C)C, predict the reaction product. The product is: [C:1]([O:5][C:6](=[O:7])[N:8]([CH2:9][CH2:10][O:26][C:27]1[CH:35]=[CH:34][CH:33]=[C:32]2[C:28]=1[CH:29]=[CH:30][NH:31]2)[CH3:11])([CH3:2])([CH3:3])[CH3:4]. (2) Given the reactants [NH:1]1[C:9]2[C:4](=[CH:5][C:6]([C:10]3[N:11]=[C:12]4[C:18](I)=[CH:17][N:16](S(C5C=CC(C)=CC=5)(=O)=O)[C:13]4=[N:14][CH:15]=3)=[CH:7][CH:8]=2)[CH:3]=[N:2]1.[NH:30]1[C:38]2[C:33](=[CH:34][CH:35]=[C:36]([C:39]3[N:40]=[C:41]4[C:47](I)=[CH:46][N:45](S(C5C=CC(C)=CC=5)(=O)=O)[C:42]4=[N:43][CH:44]=3)[CH:37]=2)[CH:32]=[N:31]1.I[C:60]1[C:68]2[C:63](=[N:64][CH:65]=[C:66]([C:69]3[CH:70]=[N:71][C:72]4[C:77]([CH:78]=3)=[CH:76][CH:75]=[CH:74][CH:73]=4)[N:67]=2)[N:62](S(C2C=CC(C)=CC=2)(=O)=O)[CH:61]=1.[N:89]1[CH:94]=[CH:93][CH:92]=[C:91](B(O)O)[CH:90]=1, predict the reaction product. The product is: [NH:1]1[C:9]2[C:4](=[CH:5][C:6]([C:10]3[N:11]=[C:12]4[C:18]([C:46]5[CH:44]=[N:43][CH:42]=[CH:41][CH:47]=5)=[CH:17][NH:16][C:13]4=[N:14][CH:15]=3)=[CH:7][CH:8]=2)[CH:3]=[N:2]1.[CH2:10]([N:11]1[CH:12]=[C:18]([C:47]2[C:41]3[C:42](=[N:43][CH:44]=[C:39]([C:36]4[CH:37]=[C:38]5[C:33]([CH:32]=[N:31][NH:30]5)=[CH:34][CH:35]=4)[N:40]=3)[NH:45][CH:46]=2)[CH:17]=[N:16]1)[C:6]1[CH:7]=[CH:8][CH:9]=[CH:4][CH:5]=1.[N:89]1[CH:94]=[CH:93][CH:92]=[C:91]([C:60]2[C:68]3[C:63](=[N:64][CH:65]=[C:66]([C:69]4[CH:70]=[N:71][C:72]5[C:77]([CH:78]=4)=[CH:76][CH:75]=[CH:74][CH:73]=5)[N:67]=3)[NH:62][CH:61]=2)[CH:90]=1. (3) Given the reactants [N+:1]([C:4]1[CH:5]=[N:6][C:7]2[N:8]([N:10]=[C:11]([O:13][CH2:14][CH2:15][OH:16])[CH:12]=2)[CH:9]=1)([O-:3])=[O:2].C(=O)(O)[O-].[Na+], predict the reaction product. The product is: [N+:1]([C:4]1[CH:9]=[C:12]2[C:11]([O:13][CH2:14][CH2:15][OH:16])=[N:10][NH:8][C:7]2=[N:6][CH:5]=1)([O-:3])=[O:2]. (4) The product is: [CH3:8][N:9]([C:22]([C:13]1[CH:14]=[CH:15][C:16]2[C:21](=[CH:20][CH:19]=[CH:18][CH:17]=2)[CH:12]=1)=[O:23])[O:10][CH3:11]. Given the reactants N1C=CC=CC=1.Cl.[CH3:8][NH:9][O:10][CH3:11].[CH:12]1[C:21]2[C:16](=[CH:17][CH:18]=[CH:19][CH:20]=2)[CH:15]=[CH:14][C:13]=1[C:22](Cl)=[O:23].O, predict the reaction product. (5) Given the reactants [Br:1][C:2]1[CH:7]=[CH:6][C:5](I)=[CH:4][CH:3]=1.C1C=NC2C3N=CC=CC=3C=CC=2C=1.[CH:23]1([OH:29])[CH2:28][CH2:27][CH2:26][CH2:25][CH2:24]1.C([O-])([O-])=O.[Cs+].[Cs+], predict the reaction product. The product is: [Br:1][C:2]1[CH:7]=[CH:6][C:5]([O:29][CH:23]2[CH2:28][CH2:27][CH2:26][CH2:25][CH2:24]2)=[CH:4][CH:3]=1. (6) Given the reactants [CH2:1]([C:5]1[N:9]([C:10]([CH3:13])([CH3:12])[CH3:11])[N:8]=[C:7]([C:14]#[N:15])[C:6]=1[C:16]1[CH:21]=[CH:20][CH:19]=[CH:18][C:17]=1[NH:22]C(=O)C(C)(C)C)[CH2:2][CH2:3][CH3:4].CC(C)([O-])C.[Na+], predict the reaction product. The product is: [CH2:1]([C:5]1[N:9]([C:10]([CH3:11])([CH3:12])[CH3:13])[N:8]=[C:7]2[C:6]=1[C:16]1[CH:21]=[CH:20][CH:19]=[CH:18][C:17]=1[N:22]=[C:14]2[NH2:15])[CH2:2][CH2:3][CH3:4]. (7) Given the reactants Cl[C:2]1[N:7]=[C:6]([NH:8][C:9]2[CH:14]=[CH:13][CH:12]=[CH:11][C:10]=2[S:15]([CH:18]([CH3:20])[CH3:19])(=[O:17])=[O:16])[C:5]([CH3:21])=[CH:4][N:3]=1.[CH3:22][P:23]([C:26]1[N:31]=[C:30]([O:32][CH3:33])[C:29]([NH2:34])=[CH:28][CH:27]=1)([CH3:25])=[O:24], predict the reaction product. The product is: [CH3:25][P:23]([C:26]1[N:31]=[C:30]([O:32][CH3:33])[C:29]([NH:34][C:2]2[N:7]=[C:6]([NH:8][C:9]3[CH:14]=[CH:13][CH:12]=[CH:11][C:10]=3[S:15]([CH:18]([CH3:20])[CH3:19])(=[O:17])=[O:16])[C:5]([CH3:21])=[CH:4][N:3]=2)=[CH:28][CH:27]=1)([CH3:22])=[O:24]. (8) Given the reactants [H-].[Na+].[N+:3]([C:6]1[CH:22]=[CH:21][C:9]([O:10][C:11]2[CH:17]=[CH:16][C:14]([NH2:15])=[C:13]([N+:18]([O-:20])=[O:19])[CH:12]=2)=[CH:8][CH:7]=1)([O-:5])=[O:4].[CH3:23]I, predict the reaction product. The product is: [CH3:23][NH:15][C:14]1[CH:16]=[CH:17][C:11]([O:10][C:9]2[CH:21]=[CH:22][C:6]([N+:3]([O-:5])=[O:4])=[CH:7][CH:8]=2)=[CH:12][C:13]=1[N+:18]([O-:20])=[O:19]. (9) The product is: [CH:1]1[C:9]2[C:8]3[CH:10]=[CH:11][CH:12]=[CH:13][C:7]=3[O:6][C:5]=2[C:4]([C:18]2[CH:19]=[CH:20][C:21]3[C:30]4[C:25](=[CH:26][CH:27]=[CH:28][CH:29]=4)[O:24][C:23](=[O:31])[C:22]=3[CH:32]=2)=[CH:3][CH:2]=1. Given the reactants [CH:1]1[C:9]2[C:8]3[CH:10]=[CH:11][CH:12]=[CH:13][C:7]=3[O:6][C:5]=2[C:4](B(O)O)=[CH:3][CH:2]=1.Cl[C:18]1[CH:19]=[CH:20][C:21]2[C:30]3[C:25](=[CH:26][CH:27]=[CH:28][CH:29]=3)[O:24][C:23](=[O:31])[C:22]=2[CH:32]=1.[F-].[Cs+], predict the reaction product.